The task is: Predict the reaction yield, written as a fraction of the theoretical maximum amount of product (1.0 means a 100% yield; for example, 0.34 means a 34% yield).. This data is from Reaction yield outcomes from USPTO patents with 853,638 reactions. The reactants are [C:1]1([CH:7]([C:9](=[O:12])[CH2:10][CH3:11])[CH3:8])[CH:6]=[CH:5][CH:4]=[CH:3][CH:2]=1.C(O[CH:18]([N:22]([CH3:24])[CH3:23])N(C)C)(C)(C)C. No catalyst specified. The product is [CH3:24][N:22]([CH3:23])[CH:18]=[C:10]([CH3:11])[C:9](=[O:12])[CH:7]([C:1]1[CH:6]=[CH:5][CH:4]=[CH:3][CH:2]=1)[CH3:8]. The yield is 0.970.